From a dataset of Catalyst prediction with 721,799 reactions and 888 catalyst types from USPTO. Predict which catalyst facilitates the given reaction. (1) Reactant: C([O:3][C:4]([C:6]1[N:7]([C:15]2[CH:20]=[CH:19][C:18]([CH3:21])=[CH:17][CH:16]=2)[N:8]=[C:9]([C:11]([CH3:14])([CH3:13])[CH3:12])[CH:10]=1)=[O:5])C.[Li+].[OH-]. Product: [C:11]([C:9]1[CH:10]=[C:6]([C:4]([OH:5])=[O:3])[N:7]([C:15]2[CH:20]=[CH:19][C:18]([CH3:21])=[CH:17][CH:16]=2)[N:8]=1)([CH3:14])([CH3:12])[CH3:13]. The catalyst class is: 1. (2) Reactant: [CH3:1][O:2][C:3]1[CH:25]=[CH:24][C:6]([CH2:7][N:8]2[CH:16]=[N:15][C:14]3[C:9]2=[N:10][CH:11]=[N:12][C:13]=3[C:17]2[C:18](F)=[N:19][CH:20]=[CH:21][CH:22]=2)=[CH:5][CH:4]=1.[OH:26][C:27]1[C:36]([CH3:37])=[CH:35][CH:34]=[C:33]2[C:28]=1[CH:29]=[CH:30][NH:31][C:32]2=[O:38].C(=O)([O-])[O-].[Cs+].[Cs+]. Product: [CH3:1][O:2][C:3]1[CH:25]=[CH:24][C:6]([CH2:7][N:8]2[CH:16]=[N:15][C:14]3[C:9]2=[N:10][CH:11]=[N:12][C:13]=3[C:17]2[C:18]([O:26][C:27]3[C:36]([CH3:37])=[CH:35][CH:34]=[C:33]4[C:28]=3[CH:29]=[CH:30][NH:31][C:32]4=[O:38])=[N:19][CH:20]=[CH:21][CH:22]=2)=[CH:5][CH:4]=1. The catalyst class is: 37. (3) Reactant: [OH:1][CH2:2][CH:3]([CH2:6][OH:7])[CH2:4][OH:5].CO[C:10](OC)([CH3:12])[CH3:11].O.C1(C)C=CC(S(O)(=O)=O)=CC=1.C(N(CC)CC)C. Product: [CH3:11][C:10]1([CH3:12])[O:5][CH2:4][CH:3]([CH2:6][OH:7])[CH2:2][O:1]1. The catalyst class is: 1.